Predict the reactants needed to synthesize the given product. From a dataset of Full USPTO retrosynthesis dataset with 1.9M reactions from patents (1976-2016). (1) Given the product [F:38][C:9]([F:8])([F:37])[C:10]1[CH:11]=[CH:12][C:13]([CH2:14][O:15][C:16]2[CH:17]=[C:18]([CH:32]=[CH:33][CH:34]=2)[C:19]([NH:21][C:22]2[CH:27]=[CH:26][CH:25]=[CH:24][C:23]=2[S:28]([NH:29][C:1](=[O:3])[CH3:2])(=[O:30])=[O:31])=[O:20])=[CH:35][CH:36]=1, predict the reactants needed to synthesize it. The reactants are: [C:1](OC(=O)C)(=[O:3])[CH3:2].[F:8][C:9]([F:38])([F:37])[C:10]1[CH:36]=[CH:35][C:13]([CH2:14][O:15][C:16]2[CH:17]=[C:18]([CH:32]=[CH:33][CH:34]=2)[C:19]([NH:21][C:22]2[CH:27]=[CH:26][CH:25]=[CH:24][C:23]=2[S:28](=[O:31])(=[O:30])[NH2:29])=[O:20])=[CH:12][CH:11]=1. (2) Given the product [Br:1][C:2]1[CH:3]=[N:4][C:5]2[N:6]([N:8]=[C:9]([C:11]([N:24]3[CH2:23][CH2:22][C:21]4[C:26](=[CH:27][CH:28]=[C:19]([C:16]5[CH:17]=[CH:18][O:14][CH:15]=5)[CH:20]=4)[CH:25]3[CH3:29])=[O:13])[CH:10]=2)[CH:7]=1, predict the reactants needed to synthesize it. The reactants are: [Br:1][C:2]1[CH:3]=[N:4][C:5]2[N:6]([N:8]=[C:9]([C:11]([OH:13])=O)[CH:10]=2)[CH:7]=1.[O:14]1[CH:18]=[CH:17][C:16]([C:19]2[CH:20]=[C:21]3[C:26](=[CH:27][CH:28]=2)[CH:25]([CH3:29])[NH:24][CH2:23][CH2:22]3)=[CH:15]1. (3) Given the product [C:15]([C:17]1[CH:18]=[C:19]([S:24]([NH:27][C:28]2[S:32][N:31]=[CH:30][N:29]=2)(=[O:26])=[O:25])[CH:20]=[CH:21][C:22]=1[O:8][C:3]1[CH:4]=[CH:5][CH:6]=[CH:7][C:2]=1[I:1])#[N:16], predict the reactants needed to synthesize it. The reactants are: [I:1][C:2]1[CH:7]=[CH:6][CH:5]=[CH:4][C:3]=1[OH:8].C([O-])([O-])=O.[K+].[K+].[C:15]([C:17]1[CH:18]=[C:19]([S:24]([NH:27][C:28]2[S:32][N:31]=[CH:30][N:29]=2)(=[O:26])=[O:25])[CH:20]=[CH:21][C:22]=1F)#[N:16].Cl. (4) The reactants are: [NH2:1][C:2]([CH3:23])([CH3:22])[C:3]([NH:5][C:6]1[S:7][C:8]([CH3:21])=[C:9]([CH3:20])[C:10]=1[C:11](=O)[C:12]1[CH:17]=[CH:16][C:15]([Cl:18])=[CH:14][CH:13]=1)=[O:4].C(O)(=O)C. Given the product [Cl:18][C:15]1[CH:16]=[CH:17][C:12]([C:11]2[C:10]3[C:9]([CH3:20])=[C:8]([CH3:21])[S:7][C:6]=3[NH:5][C:3](=[O:4])[C:2]([CH3:23])([CH3:22])[N:1]=2)=[CH:13][CH:14]=1, predict the reactants needed to synthesize it. (5) The reactants are: [CH2:1]([OH:3])[CH3:2].[C:4]([C:7]1(CC)[CH2:15][C:14]2[C:9](=[CH:10][CH:11]=[C:12]([F:16])[CH:13]=2)[C:8]1=O)(=O)[CH3:5].[H][H]. Given the product [CH2:4]([C:7]1([CH2:2][CH:1]=[O:3])[CH2:15][C:14]2[C:9](=[CH:10][CH:11]=[C:12]([F:16])[CH:13]=2)[CH2:8]1)[CH3:5], predict the reactants needed to synthesize it.